Dataset: Full USPTO retrosynthesis dataset with 1.9M reactions from patents (1976-2016). Task: Predict the reactants needed to synthesize the given product. (1) Given the product [CH2:1]([C@@H:5]([C:12]([N:14]1[CH2:18][CH2:17][CH2:16][C@H:15]1[C:19]([O:21][C:22]([CH3:25])([CH3:24])[CH3:23])=[O:20])=[O:13])[C@H:6]([F:36])[C:7]([O:9][CH3:10])=[O:8])[CH2:2][CH2:3][CH3:4], predict the reactants needed to synthesize it. The reactants are: [CH2:1]([C@@H:5]([C:12]([N:14]1[CH2:18][CH2:17][CH2:16][C@H:15]1[C:19]([O:21][C:22]([CH3:25])([CH3:24])[CH3:23])=[O:20])=[O:13])[C@@H:6](O)[C:7]([O:9][CH3:10])=[O:8])[CH2:2][CH2:3][CH3:4].N1C=CC=CC=1.S(OS(C(F)(F)F)(=O)=O)(C(F)(F)[F:36])(=O)=O.[O-]S(C(F)(F)F)(=O)=O. (2) Given the product [C:2]([O:19][C:17]([C:14]1[C:15]2[C:10](=[CH:9][CH:8]=[C:7]([CH2:6][Br:5])[CH:16]=2)[CH:11]=[CH:12][CH:13]=1)=[O:18])([CH3:3])([CH3:1])[CH3:4], predict the reactants needed to synthesize it. The reactants are: [CH3:1][C:2](=[CH2:4])[CH3:3].[Br:5][CH2:6][C:7]1[CH:16]=[C:15]2[C:10]([CH:11]=[CH:12][CH:13]=[C:14]2[C:17]([OH:19])=[O:18])=[CH:9][CH:8]=1.S(=O)(=O)(O)O. (3) The reactants are: [Cl:1][C:2]1[C:3]([N:8]2[C:12]([C:13]([NH:15][C:16]3[C:21]([C:22]([OH:24])=[O:23])=[CH:20][C:19]([Cl:25])=[CH:18][C:17]=3[Cl:26])=O)=[CH:11][C:10]([C:27]([F:30])([F:29])[F:28])=[N:9]2)=[N:4][CH:5]=[CH:6][CH:7]=1.C(OC(=O)C)(=O)C. Given the product [Cl:25][C:19]1[CH:18]=[C:17]([Cl:26])[C:16]2[N:15]=[C:13]([C:12]3[N:8]([C:3]4[C:2]([Cl:1])=[CH:7][CH:6]=[CH:5][N:4]=4)[N:9]=[C:10]([C:27]([F:29])([F:28])[F:30])[CH:11]=3)[O:23][C:22](=[O:24])[C:21]=2[CH:20]=1, predict the reactants needed to synthesize it. (4) Given the product [Br:1][C:2]1[C:3](=[O:17])[C:4]2[C:12](=[CH:13][CH:14]=1)[C:11]1[C:6](=[CH:7][C:8]([Br:15])=[CH:9][CH:10]=1)[CH:5]=2, predict the reactants needed to synthesize it. The reactants are: [Br:1][C:2]1[CH:14]=[CH:13][C:12]2[C:11]3[C:6](=[CH:7][C:8]([Br:15])=[CH:9][CH:10]=3)[CH2:5][C:4]=2[CH:3]=1.[Mn]([O-])(=O)(=O)=[O:17].[K+]. (5) Given the product [C:26]([O:25][C:23]([N:21]1[CH:22]=[C:18]([C:9]2[N:10]([C:11]([O:13][C:14]([CH3:16])([CH3:15])[CH3:17])=[O:12])[C:4]3[CH:3]=[C:2]([NH:43][C:42]4[CH:44]=[CH:45][C:39]([O:38][CH2:37][CH2:36][N:33]5[CH2:32][CH2:31][O:30][CH2:35][CH2:34]5)=[CH:40][CH:41]=4)[N:7]=[CH:6][C:5]=3[CH:8]=2)[CH:19]=[N:20]1)=[O:24])([CH3:27])([CH3:28])[CH3:29], predict the reactants needed to synthesize it. The reactants are: Br[C:2]1[N:7]=[CH:6][C:5]2[CH:8]=[C:9]([C:18]3[CH:19]=[N:20][N:21]([C:23]([O:25][C:26]([CH3:29])([CH3:28])[CH3:27])=[O:24])[CH:22]=3)[N:10]([C:11]([O:13][C:14]([CH3:17])([CH3:16])[CH3:15])=[O:12])[C:4]=2[CH:3]=1.[O:30]1[CH2:35][CH2:34][N:33]([CH2:36][CH2:37][O:38][C:39]2[CH:45]=[CH:44][C:42]([NH2:43])=[CH:41][CH:40]=2)[CH2:32][CH2:31]1. (6) Given the product [Br:12][C:13]1[N:14]([CH2:21][CH2:22][CH:23]([OH:26])[CH2:24][O:25][Si:4]([CH:8]([CH3:10])[CH3:9])([CH:5]([CH3:7])[CH3:6])[CH:1]([CH3:3])[CH3:2])[CH:15]=[C:16]([N+:18]([O-:20])=[O:19])[N:17]=1, predict the reactants needed to synthesize it. The reactants are: [CH:1]([Si:4](Cl)([CH:8]([CH3:10])[CH3:9])[CH:5]([CH3:7])[CH3:6])([CH3:3])[CH3:2].[Br:12][C:13]1[N:14]([CH2:21][CH2:22][CH:23]([OH:26])[CH2:24][OH:25])[CH:15]=[C:16]([N+:18]([O-:20])=[O:19])[N:17]=1.N1C=CN=C1. (7) Given the product [Si:10]([O:43][C@@H:41]([CH3:42])[C@@H:24]([NH:23][C:17]1[CH:18]=[CH:19][C:20]([C:21]#[N:22])=[C:15]([Cl:14])[CH:16]=1)[C:25]([NH:27][NH:28][C:29](=[O:40])[C:30]1[CH:35]=[CH:34][C:33]([S:36]([CH3:39])(=[O:38])=[O:37])=[CH:32][CH:31]=1)=[O:26])([C:7]([CH3:9])([CH3:8])[CH3:6])([CH3:12])[CH3:11], predict the reactants needed to synthesize it. The reactants are: N1C=CN=C1.[CH3:6][C:7]([Si:10](Cl)([CH3:12])[CH3:11])([CH3:9])[CH3:8].[Cl:14][C:15]1[CH:16]=[C:17]([NH:23][C@H:24]([C@@H:41]([OH:43])[CH3:42])[C:25]([NH:27][NH:28][C:29](=[O:40])[C:30]2[CH:35]=[CH:34][C:33]([S:36]([CH3:39])(=[O:38])=[O:37])=[CH:32][CH:31]=2)=[O:26])[CH:18]=[CH:19][C:20]=1[C:21]#[N:22].O.